This data is from Forward reaction prediction with 1.9M reactions from USPTO patents (1976-2016). The task is: Predict the product of the given reaction. (1) Given the reactants [N:1]([C:3]1[C:4]([N:11]2[CH2:16][CH:15]=[CH:14][CH2:13][CH2:12]2)=[N:5][C:6]([NH2:10])=[N:7][C:8]=1[NH2:9])=O.S(S([O-])=O)([O-])=O.[Na+].[Na+], predict the reaction product. The product is: [NH2:10][C:6]1[N:5]=[C:4]([N:11]2[CH2:12][CH:13]=[CH:14][CH2:15][CH2:16]2)[C:3]([NH2:1])=[C:8]([NH2:9])[N:7]=1. (2) Given the reactants [Br:1][C:2]1[CH:3]=[CH:4][C:5]([C:8](Cl)=[N:9][OH:10])=[N:6][CH:7]=1.[C:12]([O:17][CH2:18][CH3:19])(=[O:16])[C:13]([CH3:15])=[CH2:14].C(N(CC)CC)C.CCCCCC, predict the reaction product. The product is: [Br:1][C:2]1[CH:3]=[CH:4][C:5]([C:8]2[CH2:14][C:13]([CH3:15])([C:12]([O:17][CH2:18][CH3:19])=[O:16])[O:10][N:9]=2)=[N:6][CH:7]=1.